The task is: Predict the product of the given reaction.. This data is from Forward reaction prediction with 1.9M reactions from USPTO patents (1976-2016). (1) Given the reactants [F:1][C:2]1[CH:29]=[CH:28][C:5]([CH2:6][N:7]2[C:19](=[O:20])[C:18]3[C:17]([O:21]COC)=[C:16]4[C:11]([CH:12]=[CH:13][CH:14]=[N:15]4)=[C:10]([O:25][CH3:26])[C:9]=3[C:8]2=[O:27])=[CH:4][CH:3]=1, predict the reaction product. The product is: [F:1][C:2]1[CH:3]=[CH:4][C:5]([CH2:6][N:7]2[C:19](=[O:20])[C:18]3[C:17]([OH:21])=[C:16]4[C:11]([CH:12]=[CH:13][CH:14]=[N:15]4)=[C:10]([O:25][CH3:26])[C:9]=3[C:8]2=[O:27])=[CH:28][CH:29]=1. (2) Given the reactants Br[C:2]1[CH:3]=[C:4]([N+:17]([O-:19])=[O:18])[C:5]2[C:9]([CH:10]=1)=[N:8][N:7]([CH:11]1[CH2:16][CH2:15][CH2:14][CH2:13][O:12]1)[CH:6]=2.CC1(C)C(C)(C)OB([C:28]2[CH:29]=[C:30]([O:34][CH:35]3[CH2:40][CH2:39][CH2:38][CH2:37][O:36]3)[CH:31]=[CH:32][CH:33]=2)O1.C(=O)([O-])O.[Na+].C(O)(C)C, predict the reaction product. The product is: [N+:17]([C:4]1[C:5]2[C:9]([CH:10]=[C:2]([C:28]3[CH:33]=[CH:32][CH:31]=[C:30]([O:34][CH:35]4[CH2:40][CH2:39][CH2:38][CH2:37][O:36]4)[CH:29]=3)[CH:3]=1)=[N:8][N:7]([CH:11]1[CH2:16][CH2:15][CH2:14][CH2:13][O:12]1)[CH:6]=2)([O-:19])=[O:18]. (3) Given the reactants [H-].[Na+].Br[C:4]1[CH:12]=[CH:11][C:10]([F:13])=[C:9]2[C:5]=1[CH:6]=[N:7][NH:8]2.C([Li])(C)(C)C.CN(C)[CH:21]=[O:22], predict the reaction product. The product is: [F:13][C:10]1[C:9]2[NH:8][N:7]=[CH:6][C:5]=2[C:4]([CH:21]=[O:22])=[CH:12][CH:11]=1. (4) Given the reactants Cl.[Cl:2][C:3]1[CH:16]=[CH:15][C:6]([CH:7]([NH2:14])[C:8]2[CH:13]=[CH:12][CH:11]=[CH:10][CH:9]=2)=[CH:5][CH:4]=1.[CH3:17][O:18][C:19]1[CH:24]=[CH:23][C:22]([CH2:25][CH2:26][C:27]([NH:29][CH2:30][C:31](O)=[O:32])=[O:28])=[CH:21][CH:20]=1, predict the reaction product. The product is: [Cl:2][C:3]1[CH:4]=[CH:5][C:6]([CH:7]([NH:14][C:31]([CH2:30][NH:29][C:27](=[O:28])[CH2:26][CH2:25][C:22]2[CH:21]=[CH:20][C:19]([O:18][CH3:17])=[CH:24][CH:23]=2)=[O:32])[C:8]2[CH:13]=[CH:12][CH:11]=[CH:10][CH:9]=2)=[CH:15][CH:16]=1. (5) Given the reactants [C:1]1([CH:7]([C:31]2[CH:36]=[CH:35][CH:34]=[CH:33][CH:32]=2)[N:8]2[C:16]3[C:11](=[CH:12][CH:13]=[CH:14][CH:15]=3)[CH:10]([C:17]3[C:18]([OH:29])=[CH:19][C:20]4[O:25][CH2:24][C:23](=[O:26])[N:22]([CH3:27])[C:21]=4[CH:28]=3)[C:9]2=[O:30])[CH:6]=[CH:5][CH:4]=[CH:3][CH:2]=1.[C:37]1(C(C2C=CC=CC=2)N2C3C(=CC=CC=3)C(C3C=C(C)C(OC)=CC=3O)C2=O)C=CC=CC=1, predict the reaction product. The product is: [C:31]1([CH:7]([C:1]2[CH:2]=[CH:3][CH:4]=[CH:5][CH:6]=2)[N:8]2[C:16]3[C:11](=[CH:12][CH:13]=[CH:14][CH:15]=3)[C:10]3([C:17]4[C:18](=[CH:19][C:20]5[O:25][CH2:24][C:23](=[O:26])[N:22]([CH3:27])[C:21]=5[CH:28]=4)[O:29][CH2:37]3)[C:9]2=[O:30])[CH:32]=[CH:33][CH:34]=[CH:35][CH:36]=1. (6) Given the reactants [CH:1]1[C:10]2[C:5](=[CH:6][CH:7]=[CH:8][CH:9]=2)[CH:4]=[CH:3][C:2]=1[C:11]1[O:12][CH:13]=[C:14]([CH2:16][C:17](O)=[O:18])[N:15]=1.[H-].[Al+3].[Li+].[H-].[H-].[H-].[OH-].[Na+].S([O-])([O-])(=O)=O.[Na+].[Na+], predict the reaction product. The product is: [CH:1]1[C:10]2[C:5](=[CH:6][CH:7]=[CH:8][CH:9]=2)[CH:4]=[CH:3][C:2]=1[C:11]1[O:12][CH:13]=[C:14]([CH2:16][CH2:17][OH:18])[N:15]=1. (7) Given the reactants [Si:1]([O:8][C@H:9]1[CH2:18][C:17]([CH3:20])([CH3:19])[CH2:16][C:15]2[N:14]=[C:13]([CH:21]([CH3:23])[CH3:22])[C:12]([CH:24]=[O:25])=[C:11]([I:26])[C:10]1=2)([C:4]([CH3:7])([CH3:6])[CH3:5])([CH3:3])[CH3:2].I[C:28]1[CH:33]=[CH:32][C:31]([S:34]([F:39])([F:38])([F:37])([F:36])[F:35])=[CH:30][CH:29]=1.C([Mg]Cl)(C)C.[Cl-].[Li+].C([Mg]Cl)(C)C, predict the reaction product. The product is: [Si:1]([O:8][C@H:9]1[CH2:18][C:17]([CH3:19])([CH3:20])[CH2:16][C:15]2[N:14]=[C:13]([CH:21]([CH3:22])[CH3:23])[C:12]([C@H:24]([C:28]3[CH:29]=[CH:30][C:31]([S:34]([F:37])([F:35])([F:39])([F:36])[F:38])=[CH:32][CH:33]=3)[OH:25])=[C:11]([I:26])[C:10]1=2)([C:4]([CH3:5])([CH3:6])[CH3:7])([CH3:3])[CH3:2].